Task: Predict the reactants needed to synthesize the given product.. Dataset: Full USPTO retrosynthesis dataset with 1.9M reactions from patents (1976-2016) (1) Given the product [F:1][C:2]1[C:3]([N:8]2[C:12]([CH2:13][C:14]3[N:19]=[CH:18][N:17]4[N:20]=[C:21]([CH:23]=[O:24])[N:22]=[C:16]4[C:15]=3[CH2:25][CH2:26][CH3:27])=[CH:11][CH:10]=[N:9]2)=[N:4][CH:5]=[CH:6][CH:7]=1, predict the reactants needed to synthesize it. The reactants are: [F:1][C:2]1[C:3]([N:8]2[C:12]([CH2:13][C:14]3[N:19]=[CH:18][N:17]4[N:20]=[C:21]([CH2:23][OH:24])[N:22]=[C:16]4[C:15]=3[CH2:25][CH2:26][CH3:27])=[CH:11][CH:10]=[N:9]2)=[N:4][CH:5]=[CH:6][CH:7]=1.CC(OI1(OC(C)=O)(OC(C)=O)OC(=O)C2C=CC=CC1=2)=O.O. (2) Given the product [CH:38]([CH:35]1[CH2:36][CH2:37][CH:32]([C:30](=[O:31])[CH2:29][N:23]2[CH2:22][CH2:21][CH:20]([N:16]3[C:15]4[CH:26]=[CH:27][C:12]([S:9]([CH3:8])(=[O:10])=[O:11])=[CH:13][C:14]=4[NH:18][C:17]3=[O:19])[CH2:25][CH2:24]2)[CH2:33][CH2:34]1)([CH3:40])[CH3:39], predict the reactants needed to synthesize it. The reactants are: FC(F)(F)C(O)=O.[CH3:8][S:9]([C:12]1[CH:27]=[CH:26][C:15]2[N:16]([CH:20]3[CH2:25][CH2:24][NH:23][CH2:22][CH2:21]3)[C:17](=[O:19])[NH:18][C:14]=2[CH:13]=1)(=[O:11])=[O:10].Cl[CH2:29][C:30]([CH:32]1[CH2:37][CH2:36][CH:35]([CH:38]([CH3:40])[CH3:39])[CH2:34][CH2:33]1)=[O:31]. (3) Given the product [Na+:34].[Na+:34].[NH2:1][C:2]1[NH:7][C:6]2[NH:8][CH:9]=[C:10]([CH2:11][CH2:12][C:13]3[CH:14]=[CH:15][C:16]([C:17]([NH:19][C@H:20]([C:26]([O-:28])=[O:27])[CH2:21][CH2:22][C:23]([O-:25])=[O:24])=[O:18])=[CH:29][CH:30]=3)[C:5]=2[C:4](=[O:31])[N:3]=1, predict the reactants needed to synthesize it. The reactants are: [NH2:1][C:2]1[NH:7][C:6]2[NH:8][CH:9]=[C:10]([CH2:11][CH2:12][C:13]3[CH:30]=[CH:29][C:16]([C:17]([NH:19][C@H:20]([C:26]([OH:28])=[O:27])[CH2:21][CH2:22][C:23]([OH:25])=[O:24])=[O:18])=[CH:15][CH:14]=3)[C:5]=2[C:4](=[O:31])[N:3]=1.O.[OH-].[Na+:34].Cl. (4) Given the product [ClH:25].[ClH:25].[CH2:1]([O:4][C@H:5]1[CH2:6][CH2:7][C@H:8]([N:11]2[CH2:12][CH2:13][CH:14]([NH2:17])[CH2:15][CH2:16]2)[CH2:9][CH2:10]1)[CH2:2][CH3:3], predict the reactants needed to synthesize it. The reactants are: [CH2:1]([O:4][C@H:5]1[CH2:10][CH2:9][C@H:8]([N:11]2[CH2:16][CH2:15][CH:14]([NH:17]C(=O)OC(C)(C)C)[CH2:13][CH2:12]2)[CH2:7][CH2:6]1)[CH2:2][CH3:3].[ClH:25]. (5) Given the product [I:28][CH:29]=[CH:30][CH2:31][CH2:32][CH:33]([C@H:41]1[C:40]([O:43][CH3:44])=[N:39][C@H:38]([CH:45]([CH3:47])[CH3:46])[C:37]([O:36][CH3:35])=[N:42]1)[OH:34], predict the reactants needed to synthesize it. The reactants are: CC(OI1(OC(C)=O)(OC(C)=O)OC(=O)C2C=CC=CC1=2)=O.C([O-])(O)=O.[Na+].[I:28]/[CH:29]=[CH:30]/[CH2:31][CH2:32][CH2:33][OH:34].[CH3:35][O:36][C:37]1[C@@H:38]([CH:45]([CH3:47])[CH3:46])[N:39]=[C:40]([O:43][CH3:44])[CH2:41][N:42]=1.[Li]CCCC.P([O-])([O-])([O-])=O.